Dataset: Reaction yield outcomes from USPTO patents with 853,638 reactions. Task: Predict the reaction yield, written as a fraction of the theoretical maximum amount of product (1.0 means a 100% yield; for example, 0.34 means a 34% yield). (1) The reactants are I[C:2]1[CH:7]=[CH:6][C:5]([C:8]#[C:9][Si:10]([CH3:13])([CH3:12])[CH3:11])=[CH:4][CH:3]=1.[CH2:14]([C:18]1[CH:23]=[CH:22][C:21]([C:24]#[CH:25])=[CH:20][CH:19]=1)[CH2:15][CH2:16][CH3:17].C(N(CC)CC)C. The catalyst is [Cu]I.C1C=CC(P(C2C=CC=CC=2)C2C=CC=CC=2)=CC=1.C1C=CC(P(C2C=CC=CC=2)C2C=CC=CC=2)=CC=1.Cl[Pd]Cl.C1COCC1. The product is [CH3:11][Si:10]([C:9]#[C:8][C:5]1[CH:6]=[CH:7][C:2]([C:25]#[C:24][C:21]2[CH:22]=[CH:23][C:18]([CH2:14][CH2:15][CH2:16][CH3:17])=[CH:19][CH:20]=2)=[CH:3][CH:4]=1)([CH3:13])[CH3:12]. The yield is 0.400. (2) The reactants are [C:1]1([CH3:21])[CH:6]=[CH:5][C:4]([S:7]([N:10]2[C:14]3=[N:15][CH:16]=[CH:17][CH:18]=[C:13]3[C:12]([CH:19]=[O:20])=[CH:11]2)(=[O:9])=[O:8])=[CH:3][CH:2]=1.B.C1COCC1. The catalyst is C1COCC1.[Cl-].[Na+].O. The product is [C:1]1([CH3:21])[CH:2]=[CH:3][C:4]([S:7]([N:10]2[C:14]3=[N:15][CH:16]=[CH:17][CH:18]=[C:13]3[C:12]([CH2:19][OH:20])=[CH:11]2)(=[O:9])=[O:8])=[CH:5][CH:6]=1. The yield is 0.970. (3) The reactants are [OH:1][C:2]1[CH:3]=[C:4]([CH:10]=[CH:11][CH:12]=1)[C:5]([O:7][CH2:8][CH3:9])=[O:6].C(N(CC)CC)C.[S:20](Cl)([CH3:23])(=[O:22])=[O:21]. The catalyst is ClCCl. The product is [CH3:23][S:20]([O:1][C:2]1[CH:3]=[C:4]([CH:10]=[CH:11][CH:12]=1)[C:5]([O:7][CH2:8][CH3:9])=[O:6])(=[O:22])=[O:21]. The yield is 0.550. (4) The reactants are [Br:1][C:2]1[CH:3]=[CH:4][C:5]([CH2:12]Br)=[C:6]([CH:11]=1)[C:7]([O:9]C)=O.[NH2:14][CH2:15][CH2:16][NH:17][C:18](=[O:24])[O:19][C:20]([CH3:23])([CH3:22])[CH3:21]. The catalyst is CO. The product is [Br:1][C:2]1[CH:11]=[C:6]2[C:5]([CH2:12][N:14]([CH2:15][CH2:16][NH:17][C:18](=[O:24])[O:19][C:20]([CH3:22])([CH3:21])[CH3:23])[C:7]2=[O:9])=[CH:4][CH:3]=1. The yield is 0.710. (5) The catalyst is [Fe].O. The reactants are N#N.[Cl-].[NH4+].C(O)C.[I:8][C:9]1[CH:14]=[C:13]([N+:15]([O-])=O)[CH:12]=[CH:11][C:10]=1[O:18][CH3:19]. The product is [I:8][C:9]1[CH:14]=[C:13]([NH2:15])[CH:12]=[CH:11][C:10]=1[O:18][CH3:19]. The yield is 0.880. (6) The reactants are Br[C:2]1[CH:3]=[C:4]([CH:7]=[CH:8][CH:9]=1)[CH:5]=[O:6].[CH3:10][O:11][C:12]1[N:17]=[C:16](B2OC(C)(C)C(C)(C)O2)[CH:15]=[CH:14][CH:13]=1. No catalyst specified. The product is [CH3:10][O:11][C:12]1[N:17]=[C:16]([C:2]2[CH:3]=[C:4]([CH:7]=[CH:8][CH:9]=2)[CH:5]=[O:6])[CH:15]=[CH:14][CH:13]=1. The yield is 0.670. (7) The reactants are CC1CCCO1.[Br:7][C:8]1[CH:9]=[C:10]2[C:16]([C:17]([C:19]3[C:24]([F:25])=[CH:23][CH:22]=[C:21]([N+:26]([O-])=O)[C:20]=3[F:29])=[O:18])=[CH:15][NH:14][C:11]2=[N:12][CH:13]=1.[Sn](Cl)Cl. No catalyst specified. The product is [NH2:26][C:21]1[C:20]([F:29])=[C:19]([C:17]([C:16]2[C:10]3[C:11](=[N:12][CH:13]=[C:8]([Br:7])[CH:9]=3)[NH:14][CH:15]=2)=[O:18])[C:24]([F:25])=[CH:23][CH:22]=1. The yield is 0.967. (8) The yield is 0.980. The catalyst is [Br-].C([N+](CCCC)(CCCC)CCCC)CCC.ClCCl.O.CO.CCOCC. The reactants are C[C:2]1[CH:10]=[CH:9][CH:8]=[C:4]([C:5](O)=O)[C:3]=1[OH:11].[C:12](=[O:15])([O-])[O-].[K+].[K+].S([O:23][CH3:24])(OC)(=O)=O.[I-:25].[Na+].[OH-].[Na+].Cl[O-].[Na+].S([O-])([O-])(=O)=S.[Na+].[Na+].Cl. The product is [CH3:12][O:15][C:24](=[O:23])[C:2]1[CH:10]=[C:9]([I:25])[CH:8]=[C:4]([CH3:5])[C:3]=1[OH:11]. (9) The yield is 0.500. The product is [C:1]([O:5][C:6]([N:8]([CH:9]([CH3:11])[CH3:10])[CH2:12][CH2:13][NH:18][CH2:15][C:16]#[CH:17])=[O:7])([CH3:4])([CH3:3])[CH3:2]. The reactants are [C:1]([O:5][C:6]([N:8]([CH2:12][CH:13]=O)[CH:9]([CH3:11])[CH3:10])=[O:7])([CH3:4])([CH3:3])[CH3:2].[CH2:15]([NH2:18])[C:16]#[CH:17].CO.[BH4-].[Na+]. The catalyst is O1CCCC1.CC(C)[O-].[Ti+4].CC(C)[O-].CC(C)[O-].CC(C)[O-].O.